From a dataset of Full USPTO retrosynthesis dataset with 1.9M reactions from patents (1976-2016). Predict the reactants needed to synthesize the given product. (1) Given the product [ClH:20].[ClH:20].[CH3:14][NH:15][CH2:12][C:10]1[N:11]=[C:7]([C:1]2[CH:6]=[CH:5][CH:4]=[CH:3][CH:2]=2)[NH:8][CH:9]=1, predict the reactants needed to synthesize it. The reactants are: [C:1]1([C:7]2[NH:8][CH:9]=[C:10]([CH:12]=O)[N:11]=2)[CH:6]=[CH:5][CH:4]=[CH:3][CH:2]=1.[CH3:14][NH2:15].CO.[BH4-].[Na+].[ClH:20]. (2) Given the product [CH3:38][C:26]1([CH3:37])[NH:27][CH2:28][CH2:29][N:24]([CH2:23][C:22]2[CH:39]=[CH:40][C:19]([C@@H:17]([NH:16][C:12]3[N:11]=[C:10]([N:5]4[C@@H:4]([CH:1]([CH3:2])[CH3:3])[CH2:8][O:7][C:6]4=[O:9])[CH:15]=[CH:14][N:13]=3)[CH3:18])=[CH:20][CH:21]=2)[CH2:25]1, predict the reactants needed to synthesize it. The reactants are: [CH:1]([C@H:4]1[CH2:8][O:7][C:6](=[O:9])[N:5]1[C:10]1[CH:15]=[CH:14][N:13]=[C:12]([NH:16][C@H:17]([C:19]2[CH:40]=[CH:39][C:22]([CH2:23][N:24]3[CH2:29][CH2:28][N:27](C(OC(C)(C)C)=O)[C:26]([CH3:38])([CH3:37])[CH2:25]3)=[CH:21][CH:20]=2)[CH3:18])[N:11]=1)([CH3:3])[CH3:2].C(O)(C(F)(F)F)=O.CC[NH+](CC)CC.CC[NH+](CC)CC.C([O-])([O-])=O. (3) Given the product [C:10]([O:14][C:15]([N:17]1[CH2:21][CH2:20][CH2:19][C@H:18]1[C:22]1[NH:8][C:5]2[CH:6]=[CH:7][C:2]([I:1])=[CH:3][C:4]=2[N:9]=1)=[O:16])([CH3:13])([CH3:11])[CH3:12], predict the reactants needed to synthesize it. The reactants are: [I:1][C:2]1[CH:3]=[C:4]([NH2:9])[C:5]([NH2:8])=[CH:6][CH:7]=1.[C:10]([O:14][C:15]([N:17]1[CH2:21][CH2:20][CH2:19][C@H:18]1[C:22](O)=O)=[O:16])([CH3:13])([CH3:12])[CH3:11].C(N(C(C)C)CC)(C)C.CN(C(ON1N=NC2C=CC=NC1=2)=[N+](C)C)C.F[P-](F)(F)(F)(F)F. (4) The reactants are: Cl[CH2:2][C@@H:3]([OH:20])[CH2:4][C:5]1[CH:10]=[CH:9][CH:8]=[C:7]([O:11][CH2:12][CH:13]([CH2:17][CH2:18][CH3:19])[CH2:14][CH2:15][CH3:16])[CH:6]=1.[N-:21]=[N+:22]=[N-:23].[Na+]. Given the product [N:21]([CH2:2][C@@H:3]([OH:20])[CH2:4][C:5]1[CH:10]=[CH:9][CH:8]=[C:7]([O:11][CH2:12][CH:13]([CH2:17][CH2:18][CH3:19])[CH2:14][CH2:15][CH3:16])[CH:6]=1)=[N+:22]=[N-:23], predict the reactants needed to synthesize it.